This data is from Forward reaction prediction with 1.9M reactions from USPTO patents (1976-2016). The task is: Predict the product of the given reaction. (1) Given the reactants [O:1]=[C:2]1[CH:11]=[C:10]([O:12][C:13]2[CH:20]=[CH:19][C:16]([C:17]#[N:18])=[CH:15][CH:14]=2)[C:9]2[C:4](=[CH:5][CH:6]=[CH:7][CH:8]=2)[NH:3]1.[S].[CH2:22](N)[CH2:23][NH2:24], predict the reaction product. The product is: [NH:18]1[CH2:22][CH2:23][N:24]=[C:17]1[C:16]1[CH:15]=[CH:14][C:13]([O:12][C:10]2[C:9]3[C:4](=[CH:5][CH:6]=[CH:7][CH:8]=3)[NH:3][C:2](=[O:1])[CH:11]=2)=[CH:20][CH:19]=1. (2) Given the reactants [CH:1]12[CH2:18][CH:5]([N:6]([C:8]([O:10][CH2:11][C:12]3[CH:17]=[CH:16][CH:15]=[CH:14][CH:13]=3)=[O:9])[CH2:7]1)[CH2:4][CH2:3][NH:2]2.F[C:20]1[CH:30]=[CH:29][C:23]([C:24]([O:26][CH2:27][CH3:28])=[O:25])=[CH:22][CH:21]=1.C(=O)([O-])[O-].[K+].[K+], predict the reaction product. The product is: [CH2:27]([O:26][C:24]([C:23]1[CH:29]=[CH:30][C:20]([N:2]2[CH2:3][CH2:4][CH:5]3[CH2:18][CH:1]2[CH2:7][N:6]3[C:8]([O:10][CH2:11][C:12]2[CH:13]=[CH:14][CH:15]=[CH:16][CH:17]=2)=[O:9])=[CH:21][CH:22]=1)=[O:25])[CH3:28]. (3) Given the reactants [Br:1][C:2]1[C:10]2[S:9][N:8]=[CH:7][C:6]=2[CH:5]=[CH:4][C:3]=1I.[CH3:12][N:13](C=O)C, predict the reaction product. The product is: [Br:1][C:2]1[C:10]2[S:9][N:8]=[CH:7][C:6]=2[CH:5]=[CH:4][C:3]=1[C:12]#[N:13].